This data is from Full USPTO retrosynthesis dataset with 1.9M reactions from patents (1976-2016). The task is: Predict the reactants needed to synthesize the given product. (1) Given the product [O:42]=[C:36]1[CH:35]([N:29]2[CH2:28][C:27]3[C:31](=[CH:32][CH:33]=[C:25]([CH2:24][NH:23][C:3](=[O:5])[C:2]([F:1])([F:16])[C:6]4[CH:11]=[CH:10][CH:9]=[CH:8][C:7]=4[OH:12])[CH:26]=3)[C:30]2=[O:34])[CH2:40][CH2:39][C:38](=[O:41])[NH:37]1, predict the reactants needed to synthesize it. The reactants are: [F:1][C:2]([F:16])([C:6]1[CH:11]=[CH:10][CH:9]=[CH:8][C:7]=1[O:12]COC)[C:3]([OH:5])=O.P(Cl)(Cl)(Cl)=O.Cl.[NH2:23][CH2:24][C:25]1[CH:26]=[C:27]2[C:31](=[CH:32][CH:33]=1)[C:30](=[O:34])[N:29]([CH:35]1[CH2:40][CH2:39][C:38](=[O:41])[NH:37][C:36]1=[O:42])[CH2:28]2.C(=O)(O)[O-].[Na+]. (2) Given the product [C:36]([C:35]1[CH:34]=[CH:33][C:32]([C@@H:30]2[C@:29]3([C:28]4[C:23](=[CH:24][CH:25]=[CH:26][CH:27]=4)[N:22]([CH2:10][C:6]4[N:5]=[C:4]([C:3]([NH:19][S:16]([CH:13]5[CH2:15][CH2:14]5)(=[O:18])=[O:17])=[O:12])[CH:9]=[CH:8][CH:7]=4)[C:21]3=[O:20])[CH2:31]2)=[CH:39][CH:38]=1)#[N:37], predict the reactants needed to synthesize it. The reactants are: CO[C:3](=[O:12])[C:4]1[CH:9]=[CH:8][CH:7]=[C:6]([CH2:10]Br)[N:5]=1.[CH:13]1([S:16]([NH2:19])(=[O:18])=[O:17])[CH2:15][CH2:14]1.[O:20]=[C:21]1[C@:29]2([CH2:31][C@@H:30]2[C:32]2[CH:39]=[CH:38][C:35]([C:36]#[N:37])=[CH:34][CH:33]=2)[C:28]2[C:23](=[CH:24][CH:25]=[CH:26][CH:27]=2)[NH:22]1. (3) Given the product [Br:1][C:2]1[CH:3]=[C:4]([C:8]2([C:15]3[CH:16]=[N:17][C:18]([O:21][CH:22]([F:24])[F:23])=[CH:19][CH:20]=3)[NH:13][C:12](=[S:34])[CH2:11][O:10][CH2:9]2)[CH:5]=[CH:6][CH:7]=1, predict the reactants needed to synthesize it. The reactants are: [Br:1][C:2]1[CH:3]=[C:4]([C:8]2([C:15]3[CH:16]=[N:17][C:18]([O:21][CH:22]([F:24])[F:23])=[CH:19][CH:20]=3)[NH:13][C:12](=O)[CH2:11][O:10][CH2:9]2)[CH:5]=[CH:6][CH:7]=1.COC1C=CC(P2(SP(C3C=CC(OC)=CC=3)(=S)S2)=[S:34])=CC=1. (4) Given the product [Br:12][C:13]1[CH:20]=[CH:19][C:16]([CH:17]2[C:2]([C:1]([O:7][CH2:8][CH2:9][O:10][CH3:11])=[O:6])=[C:3]([CH3:5])[NH:21][C:3]([CH3:5])=[C:2]2[C:1]([O:7][CH2:8][CH2:9][O:10][CH3:11])=[O:22])=[CH:15][CH:14]=1, predict the reactants needed to synthesize it. The reactants are: [C:1]([O:7][CH2:8][CH2:9][O:10][CH3:11])(=[O:6])[CH2:2][C:3]([CH3:5])=O.[Br:12][C:13]1[CH:20]=[CH:19][C:16]([CH:17]=O)=[CH:15][CH:14]=1.[NH4+:21].[OH-:22].